Dataset: Peptide-MHC class I binding affinity with 185,985 pairs from IEDB/IMGT. Task: Regression. Given a peptide amino acid sequence and an MHC pseudo amino acid sequence, predict their binding affinity value. This is MHC class I binding data. The peptide sequence is MLRKKQITV. The MHC is HLA-A01:01 with pseudo-sequence HLA-A01:01. The binding affinity (normalized) is 0.0847.